This data is from Forward reaction prediction with 1.9M reactions from USPTO patents (1976-2016). The task is: Predict the product of the given reaction. (1) The product is: [ClH:26].[CH3:1][C:2]1[O:3][CH:4]=[CH:5][C:6]=1[C:7]1[C:12]([C:13]2[CH:18]=[CH:17][CH:16]=[CH:15][N:14]=2)=[CH:11][N:10]=[C:9]([N:19]2[CH2:24][CH2:23][CH2:22][CH:21]([CH3:25])[CH2:20]2)[N:8]=1. Given the reactants [CH3:1][C:2]1[O:3][CH:4]=[CH:5][C:6]=1[C:7]1[C:12]([C:13]2[CH:18]=[CH:17][CH:16]=[CH:15][N:14]=2)=[CH:11][N:10]=[C:9]([N:19]2[CH2:24][CH2:23][CH2:22][CH:21]([CH3:25])[CH2:20]2)[N:8]=1.[ClH:26], predict the reaction product. (2) The product is: [CH2:38]([O:45][N:46]1[C:52](=[O:53])[N:51]2[CH2:54][C@H:47]1[CH2:48][CH2:49][C@H:50]2[C:55]([NH:26][NH:25][C:27](=[O:37])[CH2:28][NH:29][C:30](=[O:36])[O:31][C:32]([CH3:33])([CH3:34])[CH3:35])=[O:56])[C:39]1[CH:40]=[CH:41][CH:42]=[CH:43][CH:44]=1. Given the reactants CN(C(ON1N=NC2C=CC=NC1=2)=[N+](C)C)C.F[P-](F)(F)(F)(F)F.[NH:25]([C:27](=[O:37])[CH2:28][NH:29][C:30](=[O:36])[O:31][C:32]([CH3:35])([CH3:34])[CH3:33])[NH2:26].[CH2:38]([O:45][N:46]1[C:52](=[O:53])[N:51]2[CH2:54][C@H:47]1[CH2:48][CH2:49][C@H:50]2[C:55](O)=[O:56])[C:39]1[CH:44]=[CH:43][CH:42]=[CH:41][CH:40]=1.CCN(C(C)C)C(C)C, predict the reaction product. (3) Given the reactants [Cl:1][C:2]1[CH:3]=[C:4]([CH:23]=[CH:24][C:25]=1[Cl:26])[O:5][CH:6]1[CH2:11][CH2:10][N:9]([C@H:12]2[CH2:17][CH2:16][C@H:15]([C:18]([O:20]CC)=[O:19])[CH2:14][CH2:13]2)[CH2:8][CH2:7]1.O, predict the reaction product. The product is: [Cl:1][C:2]1[CH:3]=[C:4]([CH:23]=[CH:24][C:25]=1[Cl:26])[O:5][CH:6]1[CH2:7][CH2:8][N:9]([C@H:12]2[CH2:13][CH2:14][C@H:15]([C:18]([OH:20])=[O:19])[CH2:16][CH2:17]2)[CH2:10][CH2:11]1. (4) Given the reactants [N:1]1[N:2]([C:6]2[CH:24]=[CH:23][CH:22]=[CH:21][C:7]=2[CH2:8][N:9]2[CH2:14][CH2:13][CH2:12][C:11]3([CH2:19][CH2:18][NH:17][CH2:16][CH2:15]3)[C:10]2=[O:20])[N:3]=[CH:4][CH:5]=1.C(N(C(C)C)CC)(C)C.Cl[C:35]1[CH:44]=[N:43][C:42]2[C:37](=[CH:38][CH:39]=[CH:40][CH:41]=2)[N:36]=1, predict the reaction product. The product is: [N:1]1[N:2]([C:6]2[CH:24]=[CH:23][CH:22]=[CH:21][C:7]=2[CH2:8][N:9]2[CH2:14][CH2:13][CH2:12][C:11]3([CH2:15][CH2:16][N:17]([C:35]4[CH:44]=[N:43][C:42]5[C:37](=[CH:38][CH:39]=[CH:40][CH:41]=5)[N:36]=4)[CH2:18][CH2:19]3)[C:10]2=[O:20])[N:3]=[CH:4][CH:5]=1. (5) The product is: [F:42][C:40]1[CH:41]=[C:36]([C@H:2]2[CH2:3][CH2:4][CH2:5][N:1]2[C:6]([O:8][C:9]([CH3:12])([CH3:11])[CH3:10])=[O:7])[C:37]([O:43][CH3:44])=[N:38][CH:39]=1. Given the reactants [N:1]1([C:6]([O:8][C:9]([CH3:12])([CH3:11])[CH3:10])=[O:7])[CH2:5][CH2:4][CH2:3][CH2:2]1.C1C[C@H]2N(C[C@H]3[C@@H]4CCCCN4C[C@@H]2C3)CC1.[Li]C(CC)C.Br[C:36]1[C:37]([O:43][CH3:44])=[N:38][CH:39]=[C:40]([F:42])[CH:41]=1.[NH4+].[OH-], predict the reaction product. (6) Given the reactants [OH:1][CH2:2][CH2:3][N:4]1[CH2:9][CH2:8][NH:7][CH2:6][CH2:5]1.[CH2:10]=[C:11]1[O:15][C:13](=[O:14])[CH2:12]1, predict the reaction product. The product is: [OH:1][CH2:2][CH2:3][N:4]1[CH2:9][CH2:8][N:7]([C:13](=[O:14])[CH2:12][C:11](=[O:15])[CH3:10])[CH2:6][CH2:5]1.